Predict the product of the given reaction. From a dataset of Forward reaction prediction with 1.9M reactions from USPTO patents (1976-2016). (1) Given the reactants [NH2:1][CH2:2][CH2:3][O:4][C:5]1[CH:6]=[C:7]2[C:12](=[CH:13][CH:14]=1)[CH:11]=[C:10]([CH2:15][CH2:16][NH:17][S:18]([CH3:21])(=[O:20])=[O:19])[CH:9]=[CH:8]2.C(N(CC)CC)C.Cl[C:30]([O:32][CH3:33])=[O:31], predict the reaction product. The product is: [CH3:33][O:32][C:30]([NH:1][CH2:2][CH2:3][O:4][C:5]1[CH:14]=[CH:13][C:12]2[C:7](=[CH:8][CH:9]=[C:10]([CH2:15][CH2:16][NH:17][S:18]([CH3:21])(=[O:20])=[O:19])[CH:11]=2)[CH:6]=1)=[O:31]. (2) Given the reactants [CH3:1][C@@H:2]([C@@H:12]1[C@@:16]2([CH3:33])[C@@H:17](O)[CH2:18][C@@H:19]3[C@@:24]4([CH3:30])[CH2:25][CH2:26][C@@H:27]([OH:29])[CH2:28][C@H:23]4[CH2:22][C@@H:21]([OH:31])[CH:20]3[C@@H:15]2[CH2:14][CH2:13]1)[CH2:3][CH2:4][C:5]([NH:7][CH2:8][C:9]([OH:11])=[O:10])=[O:6].C[C@@H]([C@@H]1[C@@]2(C)[C@@H](O)C[C@@H]3[C@@]4(C)CC[C@@H](O)C[C@H]4C[C@@H](O)[C@H]3[C@@H]2CC1)CCC(NCC([O-])=O)=O.O.O.[Na+:69].C[C@@H]([C@@H]1[C@@]2(C)[C@@H](O)C[C@@H]3[C@@]4(C)CC[C@@H](O)C[C@H]4CC[C@H]3[C@@H]2CC1)CCC(NCC(O)=O)=O.O.C[C@@H]([C@@H]1[C@@]2(C)[C@@H](O)CC3[C@@]4(C)CC[C@@H](O)CC4CCC3C2CC1)CCC(NCC([O-])=O)=O.[Na+].CCOC(CNC(CC[C@H]([C@@H]1[C@@]2(C)CC[C@@H]3[C@@]4(C)CC[C@@H](O)C[C@H]4CC[C@H]3[C@@H]2CC1)C)=O)=O, predict the reaction product. The product is: [CH3:1][C@@H:2]([C@@H:12]1[C@@:16]2([CH3:33])[CH2:17][CH2:18][C@@H:19]3[C@@:24]4([CH3:30])[CH2:25][CH2:26][C@@H:27]([OH:29])[CH2:28][C@H:23]4[CH2:22][C@@H:21]([OH:31])[C@H:20]3[C@@H:15]2[CH2:14][CH2:13]1)[CH2:3][CH2:4][C:5]([NH:7][CH2:8][C:9]([O-:11])=[O:10])=[O:6].[Na+:69]. (3) Given the reactants O1CCCCC1[N:7]1[C:15]2[C:10](=[CH:11][C:12]([C:16]3[N:20]=[CH:19][N:18](C(C4C=CC=CC=4)(C4C=CC=CC=4)C4C=CC=CC=4)[N:17]=3)=[CH:13][CH:14]=2)[C:9]([C:40]2[CH:45]=[CH:44][C:43]([NH2:46])=[CH:42][CH:41]=2)=[N:8]1.Cl.[CH3:48][N:49]([CH3:54])[CH2:50][C:51](O)=[O:52].ON1C2C=CC=CC=2N=N1.Cl.C(N=C=NCCCN(C)C)C, predict the reaction product. The product is: [NH:18]1[CH:19]=[N:20][C:16]([C:12]2[CH:11]=[C:10]3[C:15](=[CH:14][CH:13]=2)[NH:7][N:8]=[C:9]3[C:40]2[CH:45]=[CH:44][C:43]([NH:46][C:51](=[O:52])[CH2:50][N:49]([CH3:54])[CH3:48])=[CH:42][CH:41]=2)=[N:17]1.